From a dataset of Peptide-MHC class I binding affinity with 185,985 pairs from IEDB/IMGT. Regression. Given a peptide amino acid sequence and an MHC pseudo amino acid sequence, predict their binding affinity value. This is MHC class I binding data. The binding affinity (normalized) is 0. The MHC is H-2-Db with pseudo-sequence H-2-Db. The peptide sequence is ILLIPLSL.